Dataset: Buchwald-Hartwig C-N cross coupling reaction yields with 55,370 reactions. Task: Predict the reaction yield, written as a fraction of the theoretical maximum amount of product (1.0 means a 100% yield; for example, 0.34 means a 34% yield). The product is CCc1ccc(Nc2ccc(C)cc2)cc1. The yield is 0.104. The reactants are CCc1ccc(Br)cc1.Cc1ccc(N)cc1.O=S(=O)(O[Pd]1c2ccccc2-c2ccccc2N~1)C(F)(F)F.COc1ccc(OC)c(P(C(C)(C)C)C(C)(C)C)c1-c1c(C(C)C)cc(C(C)C)cc1C(C)C.CN(C)C(=NC(C)(C)C)N(C)C.COC(=O)c1ccno1. No catalyst specified.